This data is from Full USPTO retrosynthesis dataset with 1.9M reactions from patents (1976-2016). The task is: Predict the reactants needed to synthesize the given product. (1) Given the product [OH:22][CH2:21][CH2:20][CH2:19][N:11]1[CH2:12][CH2:13][CH2:14][C:15](=[O:18])[C:16]2=[CH:17][N:8]([CH2:7][C:6]3[CH:5]=[CH:4][C:3]([O:2][CH3:1])=[CH:28][CH:27]=3)[N:9]=[C:10]12, predict the reactants needed to synthesize it. The reactants are: [CH3:1][O:2][C:3]1[CH:28]=[CH:27][C:6]([CH2:7][N:8]2[CH:17]=[C:16]3[C:10]([N:11]([CH2:19][CH2:20][CH2:21][O:22][Si](C)(C)C)[CH2:12][CH2:13][CH2:14][C:15]3=[O:18])=[N:9]2)=[CH:5][CH:4]=1.Cl. (2) The reactants are: [F:1][C:2]1[CH:7]=[CH:6][C:5]([C:8]([F:11])([F:10])[F:9])=[CH:4][C:3]=1[S:12](Cl)(=[O:14])=[O:13].[NH2:16][C:17]1[CH:22]=[CH:21][C:20]([C:23]2[C:31]3[C:26](=[CH:27][CH:28]=[CH:29][CH:30]=3)[NH:25][C:24]=2[C:32]([NH2:34])=[O:33])=[CH:19][CH:18]=1. Given the product [F:1][C:2]1[CH:7]=[CH:6][C:5]([C:8]([F:11])([F:10])[F:9])=[CH:4][C:3]=1[S:12]([NH:16][C:17]1[CH:18]=[CH:19][C:20]([C:23]2[C:31]3[C:26](=[CH:27][CH:28]=[CH:29][CH:30]=3)[NH:25][C:24]=2[C:32]([NH2:34])=[O:33])=[CH:21][CH:22]=1)(=[O:14])=[O:13], predict the reactants needed to synthesize it. (3) Given the product [CH3:53][C:54]1([CH3:61])[O:58][CH:57]([CH2:59][O:43][C:42](=[O:44])[C:41]([CH3:45])([CH3:46])[CH2:40][C:8]2[N:9]([CH2:24][C:25]3[CH:30]=[CH:29][C:28]([C:31]4[CH:32]=[N:33][C:34]([O:37][CH2:38][CH3:39])=[CH:35][CH:36]=4)=[CH:27][CH:26]=3)[C:10]3[C:15]([C:7]=2[S:6][C:2]([CH3:5])([CH3:3])[CH3:4])=[CH:14][C:13]([O:16][CH2:17][C:18]2[CH:23]=[CH:22][CH:21]=[CH:20][N:19]=2)=[CH:12][CH:11]=3)[CH2:56][O:55]1, predict the reactants needed to synthesize it. The reactants are: [Na+].[C:2]([S:6][C:7]1[C:15]2[C:10](=[CH:11][CH:12]=[C:13]([O:16][CH2:17][C:18]3[CH:23]=[CH:22][CH:21]=[CH:20][N:19]=3)[CH:14]=2)[N:9]([CH2:24][C:25]2[CH:30]=[CH:29][C:28]([C:31]3[CH:32]=[N:33][C:34]([O:37][CH2:38][CH3:39])=[CH:35][CH:36]=3)=[CH:27][CH:26]=2)[C:8]=1[CH2:40][C:41]([CH3:46])([CH3:45])[C:42]([O-:44])=[O:43])([CH3:5])([CH3:4])[CH3:3].C(Cl)(=O)C(Cl)=O.[CH3:53][C:54]1([CH3:61])[O:58][CH:57]([CH2:59]O)[CH2:56][O:55]1.C(N(C(C)C)CC)(C)C. (4) Given the product [CH3:16][O:15][C:14]1[CH:13]=[C:12]2[C:7]([C:8]([NH:33][C:34]3[CH:35]=[C:36]4[C:40](=[CH:41][CH:42]=3)[N:39]([C:43]([O:45][C:46]([CH3:49])([CH3:48])[CH3:47])=[O:44])[N:38]=[CH:37]4)=[N:9][C:10]([C:17]3[CH:22]=[CH:21][CH:20]=[C:19]([NH:23][C:24](=[O:32])[CH2:25][N:26]4[CH2:31][CH2:30][O:29][CH2:28][CH2:27]4)[CH:18]=3)=[N:11]2)=[CH:6][C:5]=1[O:4][CH2:3][CH2:2][N:50]1[CH2:54][CH2:53][CH2:52][CH2:51]1, predict the reactants needed to synthesize it. The reactants are: Cl[CH2:2][CH2:3][O:4][C:5]1[CH:6]=[C:7]2[C:12](=[CH:13][C:14]=1[O:15][CH3:16])[N:11]=[C:10]([C:17]1[CH:22]=[CH:21][CH:20]=[C:19]([NH:23][C:24](=[O:32])[CH2:25][N:26]3[CH2:31][CH2:30][O:29][CH2:28][CH2:27]3)[CH:18]=1)[N:9]=[C:8]2[NH:33][C:34]1[CH:35]=[C:36]2[C:40](=[CH:41][CH:42]=1)[N:39]([C:43]([O:45][C:46]([CH3:49])([CH3:48])[CH3:47])=[O:44])[N:38]=[CH:37]2.[NH:50]1[CH2:54][CH2:53][CH2:52][CH2:51]1. (5) Given the product [CH:1]1([C:4]2[CH:5]=[C:6]([CH3:30])[C:7]([N:10]3[CH2:11][CH2:12][N:13]([C:16]([C:18]4[N:23]=[CH:22][C:21]([N:24]5[CH2:28][CH2:27][N:26]([CH3:31])[C:25]5=[O:29])=[CH:20][CH:19]=4)=[O:17])[CH2:14][CH2:15]3)=[N:8][CH:9]=2)[CH2:2][CH2:3]1, predict the reactants needed to synthesize it. The reactants are: [CH:1]1([C:4]2[CH:5]=[C:6]([CH3:30])[C:7]([N:10]3[CH2:15][CH2:14][N:13]([C:16]([C:18]4[N:23]=[CH:22][C:21]([N:24]5[CH2:28][CH2:27][NH:26][C:25]5=[O:29])=[CH:20][CH:19]=4)=[O:17])[CH2:12][CH2:11]3)=[N:8][CH:9]=2)[CH2:3][CH2:2]1.[CH3:31]I.